This data is from Forward reaction prediction with 1.9M reactions from USPTO patents (1976-2016). The task is: Predict the product of the given reaction. (1) Given the reactants [OH:1][C:2]1[N:6]([C:7]2[CH:12]=[C:11]([C:13]#[N:14])[CH:10]=[CH:9][N:8]=2)[N:5]=[CH:4][CH:3]=1.[F:15][C:16]1[CH:21]=[CH:20][C:19]([CH2:22]O)=[C:18]([O:24][CH:25]([C:27]2[CH:32]=[CH:31][CH:30]=[CH:29][CH:28]=2)[CH3:26])[CH:17]=1, predict the reaction product. The product is: [F:15][C:16]1[CH:21]=[CH:20][C:19]([CH2:22][O:1][C:2]2[N:6]([C:7]3[CH:12]=[C:11]([C:13]#[N:14])[CH:10]=[CH:9][N:8]=3)[N:5]=[CH:4][CH:3]=2)=[C:18]([O:24][CH:25]([C:27]2[CH:28]=[CH:29][CH:30]=[CH:31][CH:32]=2)[CH3:26])[CH:17]=1. (2) Given the reactants [NH2:1][C@H:2]([C:8]([OH:10])=[O:9])[CH2:3][CH2:4][C:5](=[O:7])[NH2:6].C(=O)(O)[O-].[Na+].C1(C)C=CC=CC=1.Cl[C:24]([O:26][CH2:27][C:28]1[CH:33]=[CH:32][CH:31]=[CH:30][CH:29]=1)=[O:25], predict the reaction product. The product is: [CH2:27]([O:26][C:24]([NH:1][CH:2]([CH2:3][CH2:4][C:5](=[O:7])[NH2:6])[C:8]([OH:10])=[O:9])=[O:25])[C:28]1[CH:33]=[CH:32][CH:31]=[CH:30][CH:29]=1. (3) Given the reactants C(O[CH:4](OCC)[CH2:5][Br:6])C.[NH2:10][C:11]1[CH:16]=[C:15]([CH3:17])[CH:14]=[C:13](Br)[N:12]=1.C(OCC)(=O)C, predict the reaction product. The product is: [Br:6][C:5]1[N:12]2[CH:13]=[CH:14][N:10]=[C:11]2[CH:16]=[C:15]([CH3:17])[CH:4]=1. (4) Given the reactants [C:1]1([CH:7]2[NH:12][CH2:11][CH2:10][N:9]3[CH:13]=[CH:14][CH:15]=[C:8]23)[CH:6]=[CH:5][CH:4]=[CH:3][CH:2]=1.CCN(CC)CC.[C:23]1(=[O:29])[O:28][C:26](=[O:27])[CH2:25][CH2:24]1.CC(=O)OCC.CO, predict the reaction product. The product is: [O:29]=[C:23]([N:12]1[CH2:11][CH2:10][N:9]2[CH:13]=[CH:14][CH:15]=[C:8]2[CH:7]1[C:1]1[CH:2]=[CH:3][CH:4]=[CH:5][CH:6]=1)[CH2:24][CH2:25][C:26]([OH:28])=[O:27]. (5) Given the reactants [CH3:1][CH:2]([CH3:12])[CH2:3][CH2:4][CH2:5][CH2:6][CH2:7][CH2:8][C:9]([OH:11])=[O:10].[CH2:13](O)[C:14]1[CH:22]=[CH:21][C:19]([OH:20])=[C:16]([O:17][CH3:18])[CH:15]=1.O, predict the reaction product. The product is: [CH3:1][CH:2]([CH2:3][CH2:4][CH2:5][CH2:6][CH2:7][CH2:8][C:9]([O:11][CH2:13][C:14]1[CH:22]=[CH:21][C:19]([OH:20])=[C:16]([O:17][CH3:18])[CH:15]=1)=[O:10])[CH3:12]. (6) Given the reactants [CH2:1]([O:3][C:4]1[CH:9]=[CH:8][C:7]([NH:10][C:11]([C:13]2[C:14](NCCC3C=CC=CC=3)=[N:15][CH:16]=[CH:17][CH:18]=2)=[O:12])=[CH:6][CH:5]=1)[CH3:2].ClC1C(C(N[C:38]2[CH:43]=[CH:42][C:41](OCC)=[CH:40][CH:39]=2)=O)=CC=CN=1.ClC1C=C[N:51]=[CH:50]C=1C(NC1C=CC(OCC)=CC=1)=O, predict the reaction product. The product is: [CH2:50]([NH:51][C:18]1[CH:17]=[CH:16][N:15]=[CH:14][C:13]=1[C:11]([NH:10][C:7]1[CH:6]=[CH:5][C:4]([O:3][CH2:1][CH3:2])=[CH:9][CH:8]=1)=[O:12])[C:38]1[CH:39]=[CH:40][CH:41]=[CH:42][CH:43]=1. (7) Given the reactants BrC1C=CC(S(C)(=O)=O)=C(Cl)C=1Cl.[OH-].[K+].[K].[Br:17][C:18]1[C:19]([Cl:29])=[C:20]([OH:28])[C:21]([S:24]([CH3:27])(=[O:26])=[O:25])=[CH:22][CH:23]=1.Cl, predict the reaction product. The product is: [Br:17][C:18]1[C:19]([Cl:29])=[C:20]([OH:28])[C:21]([S:24]([CH3:27])(=[O:26])=[O:25])=[CH:22][CH:23]=1.